This data is from Catalyst prediction with 721,799 reactions and 888 catalyst types from USPTO. The task is: Predict which catalyst facilitates the given reaction. (1) Reactant: [Cl:1][C:2]1[CH:3]=[C:4]([CH:12]([CH2:16][CH:17]2[CH2:20][O:19][CH2:18]2)[C:13]([OH:15])=O)[CH:5]=[CH:6][C:7]=1[S:8]([CH3:11])(=[O:10])=[O:9].[NH2:21][C:22]1[CH:26]=[CH:25][N:24]([CH2:27][C:28]([CH3:31])([OH:30])[CH3:29])[N:23]=1.C(N(CC)CC)C.F[P-](F)(F)(F)(F)F.N1(O[P+](N(C)C)(N(C)C)N(C)C)C2C=CC=CC=2N=N1. Product: [Cl:1][C:2]1[CH:3]=[C:4]([CH:12]([CH2:16][CH:17]2[CH2:20][O:19][CH2:18]2)[C:13]([NH:21][C:22]2[CH:26]=[CH:25][N:24]([CH2:27][C:28]([OH:30])([CH3:29])[CH3:31])[N:23]=2)=[O:15])[CH:5]=[CH:6][C:7]=1[S:8]([CH3:11])(=[O:9])=[O:10]. The catalyst class is: 2. (2) The catalyst class is: 10. Reactant: [CH3:1][O:2][C:3]([C:5]1[C:10]([CH2:11]Br)=[N:9][CH:8]=[CH:7][N:6]=1)=[O:4].Br.[Cl:14][C:15]1[C:25]([Cl:26])=[CH:24][CH:23]=[C:22]([F:27])[C:16]=1[CH2:17][S:18]C(=N)N.C(=O)([O-])[O-].[K+].[K+].Cl. Product: [CH3:1][O:2][C:3]([C:5]1[C:10]([CH2:11][S:18][CH2:17][C:16]2[C:22]([F:27])=[CH:23][CH:24]=[C:25]([Cl:26])[C:15]=2[Cl:14])=[N:9][CH:8]=[CH:7][N:6]=1)=[O:4]. (3) Reactant: C(OC([N:11]1[CH2:15][C@H:14]([O:16][CH3:17])[CH2:13][C@H:12]1[CH2:18][OH:19])=O)C1C=CC=CC=1. Product: [CH3:17][O:16][C@H:14]1[CH2:15][NH:11][C@H:12]([CH2:18][OH:19])[CH2:13]1. The catalyst class is: 5. (4) Reactant: [C:1]1(=[O:11])[NH:5][C:4](=[O:6])[C:3]2=[CH:7][CH:8]=[CH:9][CH:10]=[C:2]12.[K]. Product: [C:1]1(=[O:11])[NH:5][C:4](=[O:6])[C:3]2=[CH:7][CH:8]=[CH:9][CH:10]=[C:2]12. The catalyst class is: 3. (5) Reactant: [NH:1](C(OC(C)(C)C)=O)[C@H:2]([C:4](O)=[O:5])[CH3:3].CCN(C(C)C)C(C)C.CC(C)(C)[C:25]([Cl:27])=[O:26].[NH2:30][C:31]1[CH:41]=[CH:40][C:39]([C:42]2[CH:43]=[C:44]3[C:50]([C:51]4[CH:56]=[CH:55][CH:54]=[CH:53][C:52]=4OC)=[CH:49][N:48](S(C4C=CC(C)=CC=4)(=O)=O)[C:45]3=[N:46][CH:47]=2)=[CH:38][C:32]=1[C:33]([N:35]([CH3:37])[CH3:36])=[O:34]. Product: [ClH:27].[NH2:1][C@@H:2]([CH3:3])[C:4]([NH:30][C:31]1[CH:41]=[CH:40][C:39]([C:42]2[CH:43]=[C:44]3[C:50]([C:51]4[CH:56]=[CH:55][CH:54]=[CH:53][C:52]=4[O:26][CH3:25])=[CH:49][NH:48][C:45]3=[N:46][CH:47]=2)=[CH:38][C:32]=1[C:33]([N:35]([CH3:36])[CH3:37])=[O:34])=[O:5]. The catalyst class is: 2. (6) The catalyst class is: 89. Product: [C:1]1([N:7]2[C:19]3[CH2:18][NH:17][CH2:16][CH2:15][C:14]=3[C:13]3[C:8]2=[CH:9][CH:10]=[CH:11][CH:12]=3)[CH:2]=[CH:3][CH:4]=[CH:5][CH:6]=1. Reactant: [C:1]1([N:7]2[C:19]3[CH2:18][N:17](C(OC(C)(C)C)=O)[CH2:16][CH2:15][C:14]=3[C:13]3[C:8]2=[CH:9][CH:10]=[CH:11][CH:12]=3)[CH:6]=[CH:5][CH:4]=[CH:3][CH:2]=1. (7) Reactant: [CH3:1][CH:2]([C:8](=[O:10])[CH3:9])[C:3]([O:5][CH2:6][CH3:7])=[O:4].[H-].[Na+].[CH2:13]([Li])[CH2:14][CH2:15]C.C(Br)C=C. Product: [CH3:1][CH:2]([C:8](=[O:10])[CH2:9][CH2:15][CH:14]=[CH2:13])[C:3]([O:5][CH2:6][CH3:7])=[O:4]. The catalyst class is: 7.